Dataset: Full USPTO retrosynthesis dataset with 1.9M reactions from patents (1976-2016). Task: Predict the reactants needed to synthesize the given product. (1) Given the product [CH2:15]([O:17][C:18](=[O:23])[C:19]([O:8][C:5]1[CH:6]=[N:7][C:2]([NH2:1])=[CH:3][CH:4]=1)([CH3:21])[CH3:20])[CH3:16], predict the reactants needed to synthesize it. The reactants are: [NH2:1][C:2]1[N:7]=[CH:6][C:5]([OH:8])=[CH:4][CH:3]=1.C(=O)([O-])[O-].[Cs+].[Cs+].[CH2:15]([O:17][C:18](=[O:23])[C:19](Br)([CH3:21])[CH3:20])[CH3:16].CCOC(C)=O. (2) Given the product [C:1]([N:4]1[C:13]2[C:8](=[CH:9][C:10]([NH:14][C:29]([O:28][C:25]([CH3:27])([CH3:26])[CH3:24])=[O:30])=[CH:11][CH:12]=2)[C:7]([C:16]2[CH:21]=[CH:20][CH:19]=[CH:18][CH:17]=2)([CH3:15])[CH2:6][C:5]1([CH3:23])[CH3:22])(=[O:3])[CH3:2], predict the reactants needed to synthesize it. The reactants are: [C:1]([N:4]1[C:13]2[C:8](=[CH:9][C:10]([NH2:14])=[CH:11][CH:12]=2)[C:7]([C:16]2[CH:21]=[CH:20][CH:19]=[CH:18][CH:17]=2)([CH3:15])[CH2:6][C:5]1([CH3:23])[CH3:22])(=[O:3])[CH3:2].[CH3:24][C:25]([O:28][C:29](O[C:29]([O:28][C:25]([CH3:27])([CH3:26])[CH3:24])=[O:30])=[O:30])([CH3:27])[CH3:26].C(N(CC)C(C)C)(C)C. (3) The reactants are: [C@H:1]1([O:12][C@H:13]2[C@H:22]([OH:23])[C@@H:21]([CH2:24][O:25][C@H:26]3[O:34][C@H:33]([CH2:35][OH:36])[C@@H:31]([OH:32])[C@H:29]([OH:30])[C@@H:27]3[OH:28])[O:20][C@H:15]([O:16][CH2:17][CH2:18][NH2:19])[C@H:14]2[OH:37])[O:9][C@H:8]([CH2:10][OH:11])[C@@H:6]([OH:7])[C@H:4]([OH:5])[C@@H:2]1[OH:3].O=C1CCC(=O)N1[O:45][C:46](=O)[CH2:47][CH2:48][CH2:49][CH2:50][C:51]([O:53][CH2:54][C:55]1[CH:60]=[CH:59][CH:58]=[CH:57][CH:56]=1)=[O:52]. Given the product [C@H:1]1([O:12][C@H:13]2[C@H:22]([OH:23])[C@@H:21]([CH2:24][O:25][C@H:26]3[O:34][C@H:33]([CH2:35][OH:36])[C@@H:31]([OH:32])[C@H:29]([OH:30])[C@@H:27]3[OH:28])[O:20][C@H:15]([O:16][CH2:17][CH2:18][NH:19][C:46](=[O:45])[CH2:47][CH2:48][CH2:49][CH2:50][C:51]([O:53][CH2:54][C:55]3[CH:60]=[CH:59][CH:58]=[CH:57][CH:56]=3)=[O:52])[C@H:14]2[OH:37])[O:9][C@H:8]([CH2:10][OH:11])[C@@H:6]([OH:7])[C@H:4]([OH:5])[C@@H:2]1[OH:3], predict the reactants needed to synthesize it. (4) Given the product [Cl:28][C:11]1[N:10]2[N:14]=[CH:15][CH:16]=[C:9]2[N:8]=[C:7]([CH:4]2[CH2:5][CH2:6][S:1][CH2:2][CH2:3]2)[CH:12]=1, predict the reactants needed to synthesize it. The reactants are: [S:1]1[CH2:6][CH2:5][CH:4]([C:7]2[CH:12]=[C:11](O)[N:10]3[N:14]=[CH:15][CH:16]=[C:9]3[N:8]=2)[CH2:3][CH2:2]1.CN(C)C1C=CC=CC=1.P(Cl)(Cl)([Cl:28])=O. (5) Given the product [Cl:1][C:2]1[CH:3]=[C:4]([CH:7]=[C:8]([O:10][C:11]2[C:16](=[O:17])[N:15]([CH2:18][C:19]3[C:20]([O:27][CH2:28][C:29]4[CH:34]=[CH:33][C:32]([O:35][CH3:36])=[CH:31][CH:30]=4)=[N:21][C:22]([C:45]4[CH:46]=[CH:47][C:42]([F:41])=[CH:43][CH:44]=4)=[N:23][CH:24]=3)[CH:14]=[N:13][C:12]=2[C:37]([F:40])([F:39])[F:38])[CH:9]=1)[C:5]#[N:6], predict the reactants needed to synthesize it. The reactants are: [Cl:1][C:2]1[CH:3]=[C:4]([CH:7]=[C:8]([O:10][C:11]2[C:16](=[O:17])[N:15]([CH2:18][C:19]3[C:20]([O:27][CH2:28][C:29]4[CH:34]=[CH:33][C:32]([O:35][CH3:36])=[CH:31][CH:30]=4)=[N:21][C:22](SC)=[N:23][CH:24]=3)[CH:14]=[N:13][C:12]=2[C:37]([F:40])([F:39])[F:38])[CH:9]=1)[C:5]#[N:6].[F:41][C:42]1[CH:47]=[CH:46][C:45](B(O)O)=[CH:44][CH:43]=1. (6) Given the product [CH2:1]([O:3][C:4](=[O:39])[CH2:5][CH2:6][N:7]([C:8](=[O:32])[CH2:9][CH2:10][CH2:11][CH2:12][CH2:13][NH2:14])[CH2:33][C:34]([O:36][CH2:37][CH3:38])=[O:35])[CH3:2], predict the reactants needed to synthesize it. The reactants are: [CH2:1]([O:3][C:4](=[O:39])[CH2:5][CH2:6][N:7]([CH2:33][C:34]([O:36][CH2:37][CH3:38])=[O:35])[C:8](=[O:32])[CH2:9][CH2:10][CH2:11][CH2:12][CH2:13][NH:14]C(OCC1C2C=CC=CC=2C2C1=CC=CC=2)=O)[CH3:2]. (7) Given the product [Cl:27][C:28]1[C:29]([Cl:35])=[CH:30][CH:31]=[CH:32][C:33]=1[O:19][C@@H:13]([C@H:10]1[CH2:11][CH2:12][NH:8][CH2:9]1)[CH:14]([CH2:15][CH3:16])[CH2:17][CH3:18], predict the reactants needed to synthesize it. The reactants are: C(OC([N:8]1[CH2:12][CH2:11][C@H:10]([C@H:13]([OH:19])[CH:14]([CH2:17][CH3:18])[CH2:15][CH3:16])[CH2:9]1)=O)(C)(C)C.CN(C=O)C.[H-].[Na+].[Cl:27][C:28]1[CH:33]=[CH:32][CH:31]=[C:30](F)[C:29]=1[Cl:35].Cl.CCO. (8) Given the product [OH:11][C:8]1[CH:9]=[CH:10][C:3]([O:2][CH3:1])=[C:4]([CH:7]=1)[CH:5]=[O:6], predict the reactants needed to synthesize it. The reactants are: [CH3:1][O:2][C:3]1[CH:10]=[CH:9][C:8]([O:11]COC)=[CH:7][C:4]=1[CH:5]=[O:6].Cl.C([O-])([O-])=O.[K+].[K+]. (9) The reactants are: [CH3:1][N:2]1[CH2:8][C:7]2[CH:9]=[C:10]([C:13]([O:15]C(C)(C)C)=O)[CH:11]=[CH:12][C:6]=2[NH:5][CH2:4][C:3]1=[O:20].[CH3:21][N:22]1[C:30]2[C:25](=[CH:26][CH:27]=[CH:28][CH:29]=2)[CH:24]=[C:23]1[CH2:31][NH:32][CH3:33].CCN(CC)CC.C1C=CC2N(O)N=NC=2C=1.O.CCN=C=NCCCN(C)C.Cl. Given the product [CH3:33][N:32]([CH2:31][C:23]1[N:22]([CH3:21])[C:30]2[C:25]([CH:24]=1)=[CH:26][CH:27]=[CH:28][CH:29]=2)[C:13]([C:10]1[CH:11]=[CH:12][C:6]2[NH:5][CH2:4][C:3](=[O:20])[N:2]([CH3:1])[CH2:8][C:7]=2[CH:9]=1)=[O:15], predict the reactants needed to synthesize it. (10) Given the product [C:19]([C:14]1[NH:13][C:12]([C:3]2[CH:4]=[C:5]([C:8]([F:11])([F:10])[F:9])[CH:6]=[CH:7][C:2]=2[Cl:1])=[C:16]([C:17]#[N:18])[CH:15]=1)(=[O:21])[CH3:20], predict the reactants needed to synthesize it. The reactants are: [Cl:1][C:2]1[CH:7]=[CH:6][C:5]([C:8]([F:11])([F:10])[F:9])=[CH:4][C:3]=1[C:12]1[NH:13][CH:14]=[CH:15][C:16]=1[C:17]#[N:18].[C:19](Cl)(=[O:21])[CH3:20].